Dataset: TCR-epitope binding with 47,182 pairs between 192 epitopes and 23,139 TCRs. Task: Binary Classification. Given a T-cell receptor sequence (or CDR3 region) and an epitope sequence, predict whether binding occurs between them. The epitope is KAYNVTQAF. The TCR CDR3 sequence is CASGFAALAGEQYF. Result: 1 (the TCR binds to the epitope).